Predict the reactants needed to synthesize the given product. From a dataset of Full USPTO retrosynthesis dataset with 1.9M reactions from patents (1976-2016). (1) Given the product [C:1]([O:14][CH:13]([CH:10]1[CH2:12][CH2:11]1)[CH3:15])(=[O:7])[CH2:2]/[CH:3]=[CH:4]\[CH2:5][CH3:6], predict the reactants needed to synthesize it. The reactants are: [C:1](OC)(=[O:7])[CH2:2]/[CH:3]=[CH:4]\[CH2:5][CH3:6].[CH:10]1([CH:13]([CH3:15])[OH:14])[CH2:12][CH2:11]1. (2) Given the product [CH2:1]([O:3][C:4](=[O:29])[CH2:5][N:6]1[C:11]([Cl:30])=[CH:10][N:9]=[C:8]([NH:12][CH2:13][CH2:14][CH2:15][N:16]([C:21]([O:23][C:24]([CH3:25])([CH3:27])[CH3:26])=[O:22])[CH2:17][CH:18]2[CH2:19][CH2:20]2)[C:7]1=[O:28])[CH3:2], predict the reactants needed to synthesize it. The reactants are: [CH2:1]([O:3][C:4](=[O:29])[CH2:5][N:6]1[CH:11]=[CH:10][N:9]=[C:8]([NH:12][CH2:13][CH2:14][CH2:15][N:16]([C:21]([O:23][C:24]([CH3:27])([CH3:26])[CH3:25])=[O:22])[CH2:17][CH:18]2[CH2:20][CH2:19]2)[C:7]1=[O:28])[CH3:2].[Cl:30]N1C(=O)CCC1=O. (3) Given the product [Cl:10][C:4]1[CH:3]=[C:2]([B:19]([OH:21])[OH:20])[CH:7]=[CH:6][C:5]=1[O:8][CH3:9], predict the reactants needed to synthesize it. The reactants are: Br[C:2]1[CH:7]=[CH:6][C:5]([O:8][CH3:9])=[C:4]([Cl:10])[CH:3]=1.COC1C=CC([B:19]([OH:21])[OH:20])=C(C(F)(F)F)C=1. (4) The reactants are: C(=O)([O-])[O-].[K+].[K+].Cl[C:8]1[N:16]=[C:15]([CH3:17])[N:14]=[C:13]2[C:9]=1[N:10]=[CH:11][N:12]2[CH:18]1[CH2:23][CH2:22][CH2:21][CH2:20][O:19]1.[F:24][C:25]1[C:30](B(O)O)=[CH:29][C:28]([CH2:34][O:35][CH2:36][C:37]2[CH:42]=[CH:41][C:40]([O:43][CH3:44])=[CH:39][CH:38]=2)=[CH:27][N:26]=1.ClCCl. Given the product [F:24][C:25]1[C:30]([C:8]2[N:16]=[C:15]([CH3:17])[N:14]=[C:13]3[C:9]=2[N:10]=[CH:11][N:12]3[CH:18]2[CH2:23][CH2:22][CH2:21][CH2:20][O:19]2)=[CH:29][C:28]([CH2:34][O:35][CH2:36][C:37]2[CH:38]=[CH:39][C:40]([O:43][CH3:44])=[CH:41][CH:42]=2)=[CH:27][N:26]=1, predict the reactants needed to synthesize it. (5) Given the product [F:1][C:2]1[CH:14]=[CH:13][C:5]([C:6]([O:8][C:9]([CH3:10])([CH3:11])[CH3:12])=[O:7])=[CH:4][C:3]=1[CH2:15][NH:17][CH3:18], predict the reactants needed to synthesize it. The reactants are: [F:1][C:2]1[CH:14]=[CH:13][C:5]([C:6]([O:8][C:9]([CH3:12])([CH3:11])[CH3:10])=[O:7])=[CH:4][C:3]=1[CH3:15].Br[N:17]1C(=O)CC[C:18]1=O.C(OOC(=O)C1C=CC=CC=1)(=O)C1C=CC=CC=1.[Br-].CN.